This data is from Catalyst prediction with 721,799 reactions and 888 catalyst types from USPTO. The task is: Predict which catalyst facilitates the given reaction. Reactant: CC1(C)C(C)(C)OB([C:9]2[CH:10]=[N:11][N:12]([CH2:14][C:15]([F:18])([F:17])[F:16])[CH:13]=2)O1.Cl[C:21]1[N:30]=[C:29]([O:31][CH2:32][C@H:33]2[CH2:38][CH2:37][CH2:36][N:35]([C:39]([O:41][C:42]([CH3:45])([CH3:44])[CH3:43])=[O:40])[CH2:34]2)[C:24]2=[N:25][CH:26]=[CH:27][N:28]=[C:23]2[CH:22]=1.[OH-].[Li+]. Product: [F:18][C:15]([F:16])([F:17])[CH2:14][N:12]1[CH:13]=[C:9]([C:21]2[N:30]=[C:29]([O:31][CH2:32][C@H:33]3[CH2:38][CH2:37][CH2:36][N:35]([C:39]([O:41][C:42]([CH3:45])([CH3:44])[CH3:43])=[O:40])[CH2:34]3)[C:24]3=[N:25][CH:26]=[CH:27][N:28]=[C:23]3[CH:22]=2)[CH:10]=[N:11]1. The catalyst class is: 70.